From a dataset of Reaction yield outcomes from USPTO patents with 853,638 reactions. Predict the reaction yield, written as a fraction of the theoretical maximum amount of product (1.0 means a 100% yield; for example, 0.34 means a 34% yield). The reactants are [Si]([O:8][CH2:9][CH2:10][N:11]([CH:45]([CH3:47])[CH3:46])[C:12]([C:14]1[C:19]([O:20][CH2:21][C:22]2[CH:27]=[CH:26][CH:25]=[CH:24][CH:23]=2)=[C:18]([OH:28])[N:17]=[C:16]([CH2:29][C:30]2([C:35]3[CH:40]=[CH:39][C:38]([C:41]([F:44])([F:43])[F:42])=[CH:37][CH:36]=3)[CH2:34][CH2:33][CH2:32][CH2:31]2)[N:15]=1)=[O:13])(C(C)(C)C)(C)C.Cl.OCCN(C(C)C)C(C1C(OCC2C=CC=CC=2)=C(O)N=C(CC2(C3C=C(Cl)C=CC=3Cl)CCCC2)N=1)=O. No catalyst specified. The product is [OH:8][CH2:9][CH2:10][N:11]([CH:45]([CH3:47])[CH3:46])[C:12]([C:14]1[C:19]([O:20][CH2:21][C:22]2[CH:23]=[CH:24][CH:25]=[CH:26][CH:27]=2)=[C:18]([OH:28])[N:17]=[C:16]([CH2:29][C:30]2([C:35]3[CH:36]=[CH:37][C:38]([C:41]([F:43])([F:44])[F:42])=[CH:39][CH:40]=3)[CH2:31][CH2:32][CH2:33][CH2:34]2)[N:15]=1)=[O:13]. The yield is 0.708.